Task: Predict the reactants needed to synthesize the given product.. Dataset: Full USPTO retrosynthesis dataset with 1.9M reactions from patents (1976-2016) (1) Given the product [Cl:19][C:16]1[CH:17]=[CH:18][C:13]([C:11]2[N:1]=[C:2]3[CH:7]=[CH:6][C:5]([I:8])=[CH:4][N:3]3[CH:10]=2)=[CH:14][CH:15]=1, predict the reactants needed to synthesize it. The reactants are: [NH2:1][C:2]1[CH:7]=[CH:6][C:5]([I:8])=[CH:4][N:3]=1.Br[CH2:10][C:11]([C:13]1[CH:18]=[CH:17][C:16]([Cl:19])=[CH:15][CH:14]=1)=O.C(=O)([O-])O.[Na+].O. (2) Given the product [OH:11][CH:4]1[CH2:3][C:2]([CH3:12])([CH3:1])[N:7]([O:27][C:19](=[N:20][CH:21]([CH3:23])[CH3:22])[NH:18][CH:15]([CH3:17])[CH3:16])[C:6]([CH3:10])([CH3:9])[CH2:5]1, predict the reactants needed to synthesize it. The reactants are: [CH3:1][C:2]1([CH3:12])[N:7]([O])[C:6]([CH3:10])([CH3:9])[CH2:5][CH:4]([OH:11])[CH2:3]1.[H][H].[CH:15]([N:18]=[C:19]=[N:20][CH:21]([CH3:23])[CH3:22])([CH3:17])[CH3:16].C1C[O:27]CC1. (3) Given the product [N:25]1([C:15]2[CH:20]=[CH:19][C:18]([CH2:21][C:22]([OH:24])=[O:23])=[CH:17][CH:16]=2)[CH2:29][CH2:28][CH2:27][CH2:26]1, predict the reactants needed to synthesize it. The reactants are: C1(C)C=CC=CC=1.CC(C)([O-])C.[Na+].Br[C:15]1[CH:20]=[CH:19][C:18]([CH2:21][C:22]([OH:24])=[O:23])=[CH:17][CH:16]=1.[NH:25]1[CH2:29][CH2:28][CH2:27][CH2:26]1. (4) Given the product [C:16]([C:20]1[CH:25]=[CH:24][C:23]([C:11]2[CH:12]=[C:13]3[C:8](=[CH:9][CH:10]=2)[N:7]([C:34]2[CH:35]=[CH:36][CH:37]=[CH:38][C:33]=2[O:32][CH:29]([CH3:31])[CH3:30])[C:6]([C:4]([OH:3])=[O:5])=[C:14]3[C:49]2[CH:50]=[CH:51][C:46]([O:45][CH:42]([CH3:44])[CH3:43])=[CH:47][CH:48]=2)=[CH:22][CH:21]=1)([CH3:19])([CH3:18])[CH3:17], predict the reactants needed to synthesize it. The reactants are: C([O:3][C:4]([C:6]1[NH:7][C:8]2[C:13]([CH:14]=1)=[CH:12][C:11](Br)=[CH:10][CH:9]=2)=[O:5])C.[C:16]([C:20]1[CH:25]=[CH:24][C:23](B(O)O)=[CH:22][CH:21]=1)([CH3:19])([CH3:18])[CH3:17].[CH:29]([O:32][C:33]1[CH:38]=[CH:37][C:36](B(O)O)=[CH:35][CH:34]=1)([CH3:31])[CH3:30].[CH:42]([O:45][C:46]1[CH:51]=[CH:50][CH:49]=[CH:48][C:47]=1B(O)O)([CH3:44])[CH3:43]. (5) Given the product [C:8]1([CH:6]([CH3:14])[CH2:5][CH:4]([OH:3])[CH3:15])[CH:13]=[CH:12][CH:11]=[CH:10][CH:9]=1, predict the reactants needed to synthesize it. The reactants are: CC1O[C:6]([CH3:14])([C:8]2[CH:13]=[CH:12][CH:11]=[CH:10][CH:9]=2)[CH2:5][CH:4]([CH3:15])[O:3]1.[H][H]. (6) Given the product [CH3:13][N:14]1[CH2:19][CH2:18][N:17]([C:2]2[CH:9]=[CH:8][C:7]([N+:10]([O-:12])=[O:11])=[CH:6][C:3]=2[CH2:4][OH:5])[CH2:16][CH2:15]1, predict the reactants needed to synthesize it. The reactants are: F[C:2]1[CH:9]=[CH:8][C:7]([N+:10]([O-:12])=[O:11])=[CH:6][C:3]=1[CH2:4][OH:5].[CH3:13][N:14]1[CH2:19][CH2:18][NH:17][CH2:16][CH2:15]1.